Dataset: Catalyst prediction with 721,799 reactions and 888 catalyst types from USPTO. Task: Predict which catalyst facilitates the given reaction. (1) Reactant: [C:1]([CH:4]=[CH:5][C:6]1[CH:7]=[C:8]([CH:29]=[CH:30][CH:31]=1)[CH2:9][NH:10][C:11]1[N:15]([C@@H:16]2[O:22][C@H:21]([CH2:23][OH:24])[C@@H:19]([OH:20])[C@H:17]2[OH:18])[C:14]2[CH:25]=[CH:26][CH:27]=[CH:28][C:13]=2[N:12]=1)([OH:3])=[O:2]. Product: [C:1]([CH2:4][CH2:5][C:6]1[CH:7]=[C:8]([CH:29]=[CH:30][CH:31]=1)[CH2:9][NH:10][C:11]1[N:15]([C@@H:16]2[O:22][C@H:21]([CH2:23][OH:24])[C@@H:19]([OH:20])[C@H:17]2[OH:18])[C:14]2[CH:25]=[CH:26][CH:27]=[CH:28][C:13]=2[N:12]=1)([OH:3])=[O:2]. The catalyst class is: 129. (2) Reactant: [N+:1]([C:4]1[CH:5]=[C:6]2[C:10](=[CH:11][CH:12]=1)[N:9]([CH:13]1[CH2:18][CH2:17][N:16]([C:19]([O:21][C:22]([CH3:25])([CH3:24])[CH3:23])=[O:20])[CH2:15][CH2:14]1)[CH2:8][CH2:7]2)([O-:3])=[O:2].ClC1C(=O)C(C#N)=C(C#N)C(=O)C=1Cl.C(OCC)(=O)C. Product: [N+:1]([C:4]1[CH:5]=[C:6]2[C:10](=[CH:11][CH:12]=1)[N:9]([CH:13]1[CH2:18][CH2:17][N:16]([C:19]([O:21][C:22]([CH3:25])([CH3:24])[CH3:23])=[O:20])[CH2:15][CH2:14]1)[CH:8]=[CH:7]2)([O-:3])=[O:2]. The catalyst class is: 7. (3) Reactant: [C:1]([O:9][CH:10]1[C:18]2[C:13](=[CH:14][CH:15]=[C:16]([CH3:19])[CH:17]=2)[N:12]([CH2:20][CH3:21])[C:11]1=[O:22])(=[O:8])[C:2]1[CH:7]=[CH:6][CH:5]=[CH:4][CH:3]=1.[Li+].C[Si]([N-][Si](C)(C)C)(C)C.[CH3:33][O:34][C:35]1[CH:36]=[C:37]([CH:40]=[C:41]([O:45][CH3:46])[C:42]=1[O:43][CH3:44])[CH2:38]Cl.Cl. Product: [C:1]([O:9][C:10]1([CH2:38][C:37]2[CH:40]=[C:41]([O:45][CH3:46])[C:42]([O:43][CH3:44])=[C:35]([O:34][CH3:33])[CH:36]=2)[C:18]2[C:13](=[CH:14][CH:15]=[C:16]([CH3:19])[CH:17]=2)[N:12]([CH2:20][CH3:21])[C:11]1=[O:22])(=[O:8])[C:2]1[CH:3]=[CH:4][CH:5]=[CH:6][CH:7]=1. The catalyst class is: 13.